From a dataset of Forward reaction prediction with 1.9M reactions from USPTO patents (1976-2016). Predict the product of the given reaction. (1) The product is: [CH2:15]([N:11]([CH2:12][CH3:13])[CH2:10][CH2:9][O:8][C:7]1[CH:6]=[CH:5][C:4]([N:1]=[C:2]=[S:3])=[CH:17][CH:16]=1)[CH3:14]. Given the reactants [N:1]([C:4]1[CH:17]=[CH:16][C:7]([O:8][CH2:9][CH2:10][N:11]2[CH2:15][CH2:14][CH2:13][CH2:12]2)=[CH:6][CH:5]=1)=[C:2]=[S:3].C(N(CC)CCOC1C=CC(N)=CC=1)C, predict the reaction product. (2) Given the reactants N#N.Br[C:4]1[CH:5]=[C:6]2[C:11](=[CH:12][CH:13]=1)[O:10][C:9](=[O:14])[CH:8]=[C:7]2[NH:15][CH:16]1[CH2:21][CH2:20][N:19]([CH2:22][CH:23]=[CH:24][C:25]2[CH:30]=[CH:29][CH:28]=[CH:27][CH:26]=2)[CH2:18][CH2:17]1.[Br-].[CH3:32][CH:33]([CH3:37])[CH2:34][CH2:35][Zn+], predict the reaction product. The product is: [CH3:32][CH:33]([CH3:37])[CH2:34][CH2:35][C:4]1[CH:5]=[C:6]2[C:11](=[CH:12][CH:13]=1)[O:10][C:9](=[O:14])[CH:8]=[C:7]2[NH:15][CH:16]1[CH2:21][CH2:20][N:19]([CH2:22][CH:23]=[CH:24][C:25]2[CH:30]=[CH:29][CH:28]=[CH:27][CH:26]=2)[CH2:18][CH2:17]1. (3) Given the reactants [CH3:1][O:2][C:3]1[CH:8]=[CH:7][C:6]([CH2:9][NH2:10])=[CH:5][CH:4]=1.[OH-].[Na+].[Br:13][CH2:14][CH2:15][CH2:16][CH2:17][CH2:18][C:19](Cl)=[O:20], predict the reaction product. The product is: [Br:13][CH2:14][CH2:15][CH2:16][CH2:17][CH2:18][C:19]([NH:10][CH2:9][C:6]1[CH:7]=[CH:8][C:3]([O:2][CH3:1])=[CH:4][CH:5]=1)=[O:20]. (4) The product is: [CH2:19]([O:18][C:16]([C:4]1[N:3]([CH2:23][C:24]2[CH:29]=[CH:28][C:27]([O:30][CH3:31])=[CH:26][CH:25]=2)[C:2]([Br:1])=[N:6][C:5]=1[CH:7]([C:9]1[CH:14]=[CH:13][C:12]([Cl:15])=[CH:11][CH:10]=1)[NH:32][C:33]1[CH:34]=[C:35]([CH3:41])[C:36](=[O:40])[N:37]([CH3:39])[CH:38]=1)=[O:17])[CH2:20][CH2:21][CH3:22]. Given the reactants [Br:1][C:2]1[N:3]([CH2:23][C:24]2[CH:29]=[CH:28][C:27]([O:30][CH3:31])=[CH:26][CH:25]=2)[C:4]([C:16]([O:18][CH2:19][CH2:20][CH2:21][CH3:22])=[O:17])=[C:5]([CH:7]([C:9]2[CH:14]=[CH:13][C:12]([Cl:15])=[CH:11][CH:10]=2)O)[N:6]=1.[NH2:32][C:33]1[CH:34]=[C:35]([CH3:41])[C:36](=[O:40])[N:37]([CH3:39])[CH:38]=1, predict the reaction product. (5) The product is: [CH3:1][N:2]([CH3:14])[C:3](=[O:13])[CH2:4][C:5]1[CH:10]=[C:9]([CH3:11])[CH:8]=[CH:7][C:6]=1[NH:18][C:17]1[C:19]([CH3:24])=[CH:20][C:21]([Cl:23])=[CH:22][C:16]=1[Cl:15]. Given the reactants [CH3:1][N:2]([CH3:14])[C:3](=[O:13])[CH2:4][C:5]1[CH:10]=[C:9]([CH3:11])[CH:8]=[CH:7][C:6]=1I.[Cl:15][C:16]1[CH:22]=[C:21]([Cl:23])[CH:20]=[C:19]([CH3:24])[C:17]=1[NH2:18].C(=O)([O-])[O-].[K+].[K+], predict the reaction product. (6) Given the reactants N[C:2]1[CH:7]=[CH:6][C:5]([C:8]2[C:16]3[C:11](=[N:12][CH:13]=[N:14][C:15]=3[NH2:17])[N:10]([C@H:18]3[CH2:23][CH2:22][C@H:21]([N:24]4[CH2:29][CH2:28][N:27]([CH3:30])[CH2:26][CH2:25]4)[CH2:20][CH2:19]3)[N:9]=2)=[CH:4][C:3]=1[F:31].[CH3:32][O:33][C:34]1[CH:35]=[C:36]([N:40]=[C:41]=[O:42])[CH:37]=[CH:38][CH:39]=1.[N:43]1C=CC=CC=1, predict the reaction product. The product is: [NH2:17][C:15]1[N:14]=[CH:13][N:12]=[C:11]2[N:10]([C@H:18]3[CH2:23][CH2:22][C@H:21]([N:24]4[CH2:29][CH2:28][N:27]([CH3:30])[CH2:26][CH2:25]4)[CH2:20][CH2:19]3)[N:9]=[C:8]([C:5]3[CH:6]=[CH:7][C:2]([N:40]([C:36]4[CH:37]=[CH:38][CH:39]=[C:34]([O:33][CH3:32])[CH:35]=4)[C:41]([NH2:43])=[O:42])=[C:3]([F:31])[CH:4]=3)[C:16]=12.